From a dataset of Catalyst prediction with 721,799 reactions and 888 catalyst types from USPTO. Predict which catalyst facilitates the given reaction. (1) Reactant: Cl.[O:2]=[C:3]1[CH2:8][CH2:7][NH:6][CH2:5][CH:4]1[C:9]([O:11][CH3:12])=[O:10].[C:13](O[C:13]([O:15][C:16]([CH3:19])([CH3:18])[CH3:17])=[O:14])([O:15][C:16]([CH3:19])([CH3:18])[CH3:17])=[O:14]. Product: [OH:2][C:3]1[CH2:8][CH2:7][N:6]([C:13]([O:15][C:16]([CH3:19])([CH3:18])[CH3:17])=[O:14])[CH2:5][C:4]=1[C:9]([O:11][CH3:12])=[O:10]. The catalyst class is: 464. (2) Reactant: [OH-].[Na+].[CH2:3]([O:5][C:6]1[CH:11]=[CH:10][N:9]=[C:8]([NH:12][CH2:13][CH2:14][CH2:15][O:16][C:17]2[CH:18]=[CH:19][C:20]3[CH2:26][CH:25]([CH2:27][C:28]([O:30]CC)=[O:29])[C:24]4[CH:33]=[CH:34][CH:35]=[CH:36][C:23]=4[CH2:22][C:21]=3[CH:37]=2)[CH:7]=1)[CH3:4]. Product: [CH2:3]([O:5][C:6]1[CH:11]=[CH:10][N:9]=[C:8]([NH:12][CH2:13][CH2:14][CH2:15][O:16][C:17]2[CH:18]=[CH:19][C:20]3[CH2:26][CH:25]([CH2:27][C:28]([OH:30])=[O:29])[C:24]4[CH:33]=[CH:34][CH:35]=[CH:36][C:23]=4[CH2:22][C:21]=3[CH:37]=2)[CH:7]=1)[CH3:4]. The catalyst class is: 8. (3) Reactant: [CH2:1]([O:8][C:9]1[CH:16]=[CH:15][C:14]([Cl:17])=[CH:13][C:10]=1C=O)[C:2]1[CH:7]=[CH:6][CH:5]=[CH:4][CH:3]=1.C1C=C(Cl)C=C([C:25]([O:27]O)=[O:26])C=1. Product: [CH:25]([O:27][C:10]1[CH:13]=[C:14]([Cl:17])[CH:15]=[CH:16][C:9]=1[O:8][CH2:1][C:2]1[CH:3]=[CH:4][CH:5]=[CH:6][CH:7]=1)=[O:26]. The catalyst class is: 4. (4) Reactant: [CH3:1][N:2]1[CH:6]=[C:5]([C:7]2[N:8]=[C:9]3[C:15]([C:16](O)=[O:17])=[CH:14][N:13]([CH2:19][O:20][CH2:21][CH2:22][Si:23]([CH3:26])([CH3:25])[CH3:24])[C:10]3=[N:11][CH:12]=2)[CH:4]=[N:3]1.Cl.[NH2:28][C@@H:29]([CH3:35])[C:30]([CH3:34])([CH3:33])[C:31]#[N:32].C(Cl)CCl.C1C=CC2N(O)N=NC=2C=1.CCN(C(C)C)C(C)C. Product: [C:31]([C:30]([CH3:34])([CH3:33])[C@@H:29]([NH:28][C:16]([C:15]1[C:9]2[C:10](=[N:11][CH:12]=[C:7]([C:5]3[CH:4]=[N:3][N:2]([CH3:1])[CH:6]=3)[N:8]=2)[N:13]([CH2:19][O:20][CH2:21][CH2:22][Si:23]([CH3:25])([CH3:24])[CH3:26])[CH:14]=1)=[O:17])[CH3:35])#[N:32]. The catalyst class is: 3. (5) Reactant: [Cl:1][C:2]1[CH:37]=[CH:36][C:5]([CH2:6][N:7]2[C:12](=[N:13][C:14]3[CH:19]=[CH:18][C:17]([O:20][CH:21]([CH3:23])[CH3:22])=[C:16]([F:24])[CH:15]=3)[NH:11][C:10](=[O:25])[N:9]([CH2:26][C:27]3[CH:28]=[N:29][C:30]([O:33]C)=[CH:31][CH:32]=3)[C:8]2=[O:35])=[CH:4][CH:3]=1.[I-].[Na+].C(#N)C.Cl[Si](C)(C)C. Product: [Cl:1][C:2]1[CH:3]=[CH:4][C:5]([CH2:6][N:7]2[C:12](=[N:13][C:14]3[CH:19]=[CH:18][C:17]([O:20][CH:21]([CH3:23])[CH3:22])=[C:16]([F:24])[CH:15]=3)[NH:11][C:10](=[O:25])[N:9]([CH2:26][C:27]3[CH:32]=[CH:31][C:30](=[O:33])[NH:29][CH:28]=3)[C:8]2=[O:35])=[CH:36][CH:37]=1. The catalyst class is: 6. (6) Reactant: CCN(C(C)C)C(C)C.CO[C:12]1[CH:21]=[C:20]2[C:15]([CH:16]=[C:17]([C:23]([OH:25])=O)[C:18](=[O:22])[O:19]2)=[CH:14][CH:13]=1.CN([C:29]([O:33]N1N=NC2C=CC=NC1=2)=[N+](C)C)C.F[P-](F)(F)(F)(F)F.[NH2:50][C:51]1[CH:56]=[CH:55][CH:54]=[CH:53][CH:52]=1. Product: [C:51]1([NH:50][C:23]([C:17]2[C:18](=[O:22])[O:19][C:20]3[C:15]([CH:16]=2)=[CH:14][CH:13]=[CH:12][C:21]=3[O:33][CH3:29])=[O:25])[CH:56]=[CH:55][CH:54]=[CH:53][CH:52]=1. The catalyst class is: 9. (7) Reactant: O[C@H:2]1[CH2:6][N:5]([C:7]([O:9][C:10]([CH3:13])([CH3:12])[CH3:11])=[O:8])[C@H:4]([C:14]2[NH:15][C:16]([C:19]3[CH:24]=[CH:23][C:22]([B:25]4[O:29]C(C)(C)C(C)(C)[O:26]4)=[CH:21][CH:20]=3)=[CH:17][N:18]=2)[CH2:3]1.COCCN(S(F)(F)[F:44])CCOC.C(=O)(O)[O-].[Na+]. Product: [C:10]([O:9][C:7]([N:5]1[CH2:6][C@@H:2]([F:44])[CH2:3][C@H:4]1[C:14]1[NH:15][C:16]([C:19]2[CH:24]=[CH:23][C:22]([B:25]([OH:29])[OH:26])=[CH:21][CH:20]=2)=[CH:17][N:18]=1)=[O:8])([CH3:13])([CH3:12])[CH3:11]. The catalyst class is: 2.